This data is from Forward reaction prediction with 1.9M reactions from USPTO patents (1976-2016). The task is: Predict the product of the given reaction. (1) Given the reactants [Cl:1][C:2]1[CH:7]=[CH:6][CH:5]=[CH:4][C:3]=1[NH2:8].[CH3:9][S:10][CH3:11].ClN1C(=O)CCC1=O.C(N(CC)CC)C, predict the reaction product. The product is: [Cl:1][C:2]1[CH:7]=[CH:6][CH:5]=[C:4]([CH2:9][S:10][CH3:11])[C:3]=1[NH2:8]. (2) Given the reactants CO[C:3]1[CH:4]=[C:5]2[C:9](=[CH:10][CH:11]=1)[NH:8][C:7]([C:12]([NH2:14])=[O:13])=[CH:6]2.[CH:15]1[CH:20]=[C:19]([S:21][S:21][C:19]2[N:18]=[CH:17][CH:16]=[CH:15][CH:20]=2)[N:18]=[CH:17][CH:16]=1, predict the reaction product. The product is: [N:18]1[CH:17]=[CH:16][CH:15]=[CH:20][C:19]=1[S:21][C:6]1[C:5]2[C:9](=[CH:10][CH:11]=[CH:3][CH:4]=2)[NH:8][C:7]=1[C:12]([NH2:14])=[O:13]. (3) Given the reactants [CH:1]1([C:4]([N:6]2[CH2:10][CH2:9][C@@H:8]([CH2:11][NH:12][C:13]3[C:14]([NH2:20])=[CH:15][CH:16]=[C:17]([F:19])[CH:18]=3)[CH2:7]2)=[O:5])[CH2:3][CH2:2]1.[Br:21][C:22]1[CH:29]=[CH:28][C:25]([CH:26]=O)=[CH:24][CH:23]=1, predict the reaction product. The product is: [Br:21][C:22]1[CH:29]=[CH:28][C:25]([C:26]2[N:12]([CH2:11][C@@H:8]3[CH2:9][CH2:10][N:6]([C:4]([CH:1]4[CH2:3][CH2:2]4)=[O:5])[CH2:7]3)[C:13]3[CH:18]=[C:17]([F:19])[CH:16]=[CH:15][C:14]=3[N:20]=2)=[CH:24][CH:23]=1. (4) Given the reactants [Cl:1][C:2]1[CH:7]=[CH:6][N:5]=[C:4]2[N:8]([CH2:14][CH:15]3[CH2:19][CH2:18][O:17][CH2:16]3)[CH:9]=[C:10]([C:11]([OH:13])=O)[C:3]=12.CN(C(N(C)C)=[N+]1C2C(=NC=CC=2)N=N1)C.Cl.[F:37][C:38]1([F:46])[CH2:43][CH2:42][CH:41]([CH2:44][NH2:45])[CH2:40][CH2:39]1, predict the reaction product. The product is: [F:37][C:38]1([F:46])[CH2:43][CH2:42][CH:41]([CH2:44][NH:45][C:11]([C:10]2[C:3]3[C:4](=[N:5][CH:6]=[CH:7][C:2]=3[Cl:1])[N:8]([CH2:14][CH:15]3[CH2:19][CH2:18][O:17][CH2:16]3)[CH:9]=2)=[O:13])[CH2:40][CH2:39]1. (5) Given the reactants [CH3:1][O:2][C:3]([NH:5][C@H:6]([C:11]([N:13]1[CH2:17][C@@H:16]([CH3:18])[CH2:15][C@H:14]1[C:19]1[NH:20][C:21]([C:24]2[CH:29]=[C:28]3[CH2:30][O:31][C:32]4[CH:59]=[C:58]5[C:35]([CH:36]=[CH:37][C:38]6[N:42]=[C:41]([C@@H:43]7[CH2:47][C@H:46]([CH2:48][O:49][CH3:50])[CH2:45][N:44]7[C:51](OC(C)(C)C)=[O:52])[NH:40][C:39]=65)=[CH:34][C:33]=4[C:27]3=[CH:26][CH:25]=2)=[CH:22][N:23]=1)=[O:12])[C@@H:7]([CH2:9][CH3:10])[CH3:8])=[O:4].[CH3:60][O:61][C:62]([NH:64][C@@H:65]([CH:69]([CH3:71])[CH3:70])C(O)=O)=[O:63].CN(C(ON1N=NC2C=CC=NC1=2)=[N+](C)C)C.F[P-](F)(F)(F)(F)F.CN1CCOCC1, predict the reaction product. The product is: [CH3:1][O:2][C:3]([NH:5][C@@H:6]([C@H:7]([CH3:8])[CH2:9][CH3:10])[C:11]([N:13]1[CH2:17][C@@H:16]([CH3:18])[CH2:15][C@H:14]1[C:19]1[NH:20][C:21]([C:24]2[CH:29]=[C:28]3[CH2:30][O:31][C:34]4[CH:35]=[C:58]5[C:59]([CH:36]=[CH:37][C:38]6[N:42]=[C:41]([C@@H:43]7[CH2:47][C@H:46]([CH2:48][O:49][CH3:50])[CH2:45][N:44]7[C:51](=[O:52])[C@@H:65]([NH:64][C:62](=[O:63])[O:61][CH3:60])[CH:69]([CH3:71])[CH3:70])[NH:40][C:39]=65)=[CH:32][C:33]=4[C:27]3=[CH:26][CH:25]=2)=[CH:22][N:23]=1)=[O:12])=[O:4]. (6) Given the reactants C(NC(C)C)(C)C.[Li]CCCC.[Br:13][C:14]1[C:15]([CH3:27])=[C:16]([CH:24]=[CH:25][CH:26]=1)[C:17]([N:19]([CH2:22][CH3:23])CC)=[O:18].[C:28]([O:32][C:33]([N:35]1[CH2:40][CH2:39][N:38]([CH2:41][C:42]2[CH:47]=[CH:46]C(C#N)=[CH:44][CH:43]=2)[CH2:37][CH2:36]1)=[O:34])([CH3:31])([CH3:30])[CH3:29], predict the reaction product. The product is: [C:28]([O:32][C:33]([N:35]1[CH2:40][CH2:39][N:38]([CH2:41][C:42]2[CH:47]=[CH:46][C:23]([C:22]3[NH:19][C:17](=[O:18])[C:16]4[C:15]([CH:27]=3)=[C:14]([Br:13])[CH:26]=[CH:25][CH:24]=4)=[CH:44][CH:43]=2)[CH2:37][CH2:36]1)=[O:34])([CH3:31])([CH3:30])[CH3:29]. (7) Given the reactants [Cl:1][C:2]1[C:24]([Cl:25])=[CH:23][C:5]2[N:6]([CH2:20][O:21][CH3:22])[C:7]([C:9]3[NH:10][C:11]4[C:16]([CH:17]=3)=[CH:15][C:14]([CH:18]=[O:19])=[CH:13][CH:12]=4)=[N:8][C:4]=2[CH:3]=1.IC.[CH3:28]C(C)([O-])C.[K+].O, predict the reaction product. The product is: [Cl:1][C:2]1[C:24]([Cl:25])=[CH:23][C:5]2[N:6]([CH2:20][O:21][CH3:22])[C:7]([C:9]3[N:10]([CH3:28])[C:11]4[C:16]([CH:17]=3)=[CH:15][C:14]([CH:18]=[O:19])=[CH:13][CH:12]=4)=[N:8][C:4]=2[CH:3]=1. (8) Given the reactants [CH2:1]([N:8]1[CH:17]=[C:16](Br)[C:15]2[N:14]=[CH:13][CH:12]=[CH:11][C:10]=2[C:9]1=[O:19])[C:2]1[CH:7]=[CH:6][CH:5]=[CH:4][CH:3]=1.[CH3:20][C:21]1[C:25](B(O)O)=[C:24]([CH3:29])[O:23][N:22]=1.C([O-])([O-])=O.[Na+].[Na+], predict the reaction product. The product is: [CH2:1]([N:8]1[CH:17]=[C:16]([C:25]2[C:21]([CH3:20])=[N:22][O:23][C:24]=2[CH3:29])[C:15]2[N:14]=[CH:13][CH:12]=[CH:11][C:10]=2[C:9]1=[O:19])[C:2]1[CH:7]=[CH:6][CH:5]=[CH:4][CH:3]=1. (9) Given the reactants [F:1][C:2]1[CH:7]=[CH:6][C:5]([C:8]2[C:17]3[C:12](=[N:13][C:14]([C:18]([F:21])([F:20])[F:19])=[CH:15][CH:16]=3)[N:11]=[CH:10][CH:9]=2)=[CH:4][C:3]=1OS(C(F)(F)F)(=O)=O.[CH3:30][O:31][C:32]1[CH:37]=[CH:36][CH:35]=[CH:34][C:33]=1B(O)O, predict the reaction product. The product is: [F:1][C:2]1[C:3]([C:33]2[CH:34]=[CH:35][CH:36]=[CH:37][C:32]=2[O:31][CH3:30])=[CH:4][C:5]([C:8]2[CH:9]=[CH:10][N:11]=[C:12]3[C:17]=2[CH:16]=[CH:15][C:14]([C:18]([F:20])([F:21])[F:19])=[N:13]3)=[CH:6][CH:7]=1.